From a dataset of NCI-60 drug combinations with 297,098 pairs across 59 cell lines. Regression. Given two drug SMILES strings and cell line genomic features, predict the synergy score measuring deviation from expected non-interaction effect. (1) Drug 1: CS(=O)(=O)C1=CC(=C(C=C1)C(=O)NC2=CC(=C(C=C2)Cl)C3=CC=CC=N3)Cl. Drug 2: C1=CC(=CC=C1CCC2=CNC3=C2C(=O)NC(=N3)N)C(=O)NC(CCC(=O)O)C(=O)O. Cell line: NCI-H226. Synergy scores: CSS=15.5, Synergy_ZIP=-2.47, Synergy_Bliss=1.22, Synergy_Loewe=2.69, Synergy_HSA=2.95. (2) Drug 1: CC1C(C(CC(O1)OC2CC(CC3=C2C(=C4C(=C3O)C(=O)C5=C(C4=O)C(=CC=C5)OC)O)(C(=O)CO)O)N)O. Drug 2: C1=CC=C(C=C1)NC(=O)CCCCCCC(=O)NO. Cell line: UACC62. Synergy scores: CSS=71.7, Synergy_ZIP=-1.68, Synergy_Bliss=-5.38, Synergy_Loewe=-6.44, Synergy_HSA=-0.818. (3) Drug 1: COC1=NC(=NC2=C1N=CN2C3C(C(C(O3)CO)O)O)N. Drug 2: CN(CCCl)CCCl.Cl. Cell line: BT-549. Synergy scores: CSS=25.9, Synergy_ZIP=-5.53, Synergy_Bliss=-2.34, Synergy_Loewe=-3.34, Synergy_HSA=0.782. (4) Drug 1: C1=CC(=CC=C1CCCC(=O)O)N(CCCl)CCCl. Drug 2: CCN(CC)CCNC(=O)C1=C(NC(=C1C)C=C2C3=C(C=CC(=C3)F)NC2=O)C. Cell line: U251. Synergy scores: CSS=23.8, Synergy_ZIP=-10.6, Synergy_Bliss=-5.93, Synergy_Loewe=-5.39, Synergy_HSA=-4.95. (5) Drug 1: CCC1=C2CN3C(=CC4=C(C3=O)COC(=O)C4(CC)O)C2=NC5=C1C=C(C=C5)O. Drug 2: C1=CC=C(C=C1)NC(=O)CCCCCCC(=O)NO. Cell line: IGROV1. Synergy scores: CSS=32.3, Synergy_ZIP=-3.07, Synergy_Bliss=2.11, Synergy_Loewe=-11.0, Synergy_HSA=5.25. (6) Synergy scores: CSS=19.8, Synergy_ZIP=0.257, Synergy_Bliss=-0.567, Synergy_Loewe=-52.6, Synergy_HSA=-2.58. Drug 1: CC1=CC2C(CCC3(C2CCC3(C(=O)C)OC(=O)C)C)C4(C1=CC(=O)CC4)C. Cell line: M14. Drug 2: C1=NC2=C(N=C(N=C2N1C3C(C(C(O3)CO)O)F)Cl)N.